From a dataset of Forward reaction prediction with 1.9M reactions from USPTO patents (1976-2016). Predict the product of the given reaction. (1) The product is: [C:13]([OH:14])(=[O:5])[C:8]([OH:7])=[O:46].[CH3:6][O:7][C:8]1[CH:9]=[C:10]([C:16]2[N:21]=[C:20]([C:22]([N:24]3[CH2:25][CH2:26][N:27]([C:30]4[CH:31]=[CH:32][C:33]([O:36][CH2:39][CH2:40][N:41]([CH3:43])[CH3:42])=[CH:34][N:35]=4)[CH2:28][CH2:29]3)=[O:23])[CH:19]=[CH:18][CH:17]=2)[CH:11]=[CH:12][C:13]=1[O:14][CH3:15]. Given the reactants CN(C=[O:5])C.[CH3:6][O:7][C:8]1[CH:9]=[C:10]([C:16]2[N:21]=[C:20]([C:22]([N:24]3[CH2:29][CH2:28][N:27]([C:30]4[N:35]=[CH:34][C:33]([OH:36])=[CH:32][CH:31]=4)[CH2:26][CH2:25]3)=[O:23])[CH:19]=[CH:18][CH:17]=2)[CH:11]=[CH:12][C:13]=1[O:14][CH3:15].Cl.Cl[CH2:39][CH2:40][N:41]([CH3:43])[CH3:42].[H-].[Na+].[OH2:46], predict the reaction product. (2) Given the reactants I[C:2]1[C:3]([C:18]([F:21])([F:20])[F:19])=[N:4][N:5]([CH2:7][C:8]2[CH:13]=[CH:12][C:11]([N+:14]([O-:16])=[O:15])=[C:10]([CH3:17])[CH:9]=2)[CH:6]=1.[F:22][C:23]([F:35])([F:34])[C:24]([F:33])([F:32])[C:25]([F:31])([F:30])[C:26]([F:29])([F:28])I.CN(C=O)C, predict the reaction product. The product is: [CH3:17][C:10]1[CH:9]=[C:8]([CH:13]=[CH:12][C:11]=1[N+:14]([O-:16])=[O:15])[CH2:7][N:5]1[CH:6]=[C:2]([C:26]([F:29])([F:28])[C:25]([F:30])([F:31])[C:24]([F:32])([F:33])[C:23]([F:35])([F:34])[F:22])[C:3]([C:18]([F:21])([F:20])[F:19])=[N:4]1. (3) Given the reactants [NH2:1][C:2]1[S:3][CH:4]=[C:5]([CH2:7][C:8]([O:10][CH2:11][CH3:12])=[O:9])[N:6]=1.[CH3:13][S:14]([C:17]1[CH:22]=[CH:21][C:20]([S:23](Cl)(=[O:25])=[O:24])=[CH:19][CH:18]=1)(=[O:16])=[O:15], predict the reaction product. The product is: [CH3:13][S:14]([C:17]1[CH:18]=[CH:19][C:20]([S:23]([NH:1][C:2]2[S:3][CH:4]=[C:5]([CH2:7][C:8]([O:10][CH2:11][CH3:12])=[O:9])[N:6]=2)(=[O:25])=[O:24])=[CH:21][CH:22]=1)(=[O:16])=[O:15]. (4) Given the reactants [H-].[Al+3].[Li+].[H-].[H-].[H-].[CH3:7][C:8]1[O:9][C:10]([C:14](OCC)=[O:15])=[C:11]([CH3:13])[N:12]=1.O.[OH-].[Na+], predict the reaction product. The product is: [CH3:7][C:8]1[O:9][C:10]([CH2:14][OH:15])=[C:11]([CH3:13])[N:12]=1. (5) The product is: [CH2:1]([O:3][C:4](=[O:28])[CH:5]([C:6]1[NH:7][C:8]2[C:13]([C:14]=1[S:15][C:16]([CH3:19])([CH3:18])[CH3:17])=[CH:12][C:11]([CH2:20][CH2:21][C:22]1[CH:27]=[CH:26][CH:25]=[CH:24][N:23]=1)=[CH:10][CH:9]=2)[CH2:30][C:31]1[CH:32]=[CH:33][C:34]([C:37]2[CH:42]=[CH:41][C:40]([C:43]([F:46])([F:44])[F:45])=[CH:39][N:38]=2)=[CH:35][CH:36]=1)[CH3:2]. Given the reactants [CH2:1]([O:3][C:4](=[O:28])[CH2:5][C:6]1[NH:7][C:8]2[C:13]([C:14]=1[S:15][C:16]([CH3:19])([CH3:18])[CH3:17])=[CH:12][C:11]([CH2:20][CH2:21][C:22]1[CH:27]=[CH:26][CH:25]=[CH:24][N:23]=1)=[CH:10][CH:9]=2)[CH3:2].Br[CH2:30][C:31]1[CH:36]=[CH:35][C:34]([C:37]2[CH:42]=[CH:41][C:40]([C:43]([F:46])([F:45])[F:44])=[CH:39][N:38]=2)=[CH:33][CH:32]=1, predict the reaction product. (6) Given the reactants Cl.[F:2][C:3]1[CH:8]=[CH:7][C:6]([NH:9][C:10]2[C:11]3[C:16]([N:17]=[C:18]4[C:23]=2[CH:22]=[CH:21][CH:20]=[CH:19]4)=[CH:15][CH:14]=[CH:13][CH:12]=3)=[CH:5][CH:4]=1.[OH-].[Na+], predict the reaction product. The product is: [F:2][C:3]1[CH:4]=[CH:5][C:6]([NH:9][C:10]2[C:23]3[C:18]([N:17]=[C:16]4[C:11]=2[CH:12]=[CH:13][CH:14]=[CH:15]4)=[CH:19][CH:20]=[CH:21][CH:22]=3)=[CH:7][CH:8]=1. (7) The product is: [CH2:1]([O:3][C:4](=[O:24])[CH2:5][CH2:6][C:7]1[CH:12]=[CH:11][C:10]([O:13][C:14]2[CH:19]=[C:18]([OH:20])[CH:17]=[CH:16][C:15]=2[CH3:22])=[CH:9][C:8]=1[CH3:23])[CH3:2]. Given the reactants [CH2:1]([O:3][C:4](=[O:24])[CH2:5][CH2:6][C:7]1[CH:12]=[CH:11][C:10]([O:13][C:14]2[CH:19]=[C:18]([O:20]C)[CH:17]=[CH:16][C:15]=2[CH3:22])=[CH:9][C:8]=1[CH3:23])[CH3:2].B(Br)(Br)Br, predict the reaction product. (8) The product is: [O:34]1[CH2:35][CH2:36][N:31]([CH2:18][C:17]2[CH:20]=[CH:21][CH:22]=[CH:23][C:16]=2[O:15][C:14]2[CH:13]=[CH:12][C:11]([C:10]3[C:3]4[C:2]([NH2:1])=[N:7][CH:6]=[N:5][C:4]=4[N:8]([CH:26]4[CH2:30][CH2:29][O:28][CH2:27]4)[CH:9]=3)=[CH:25][CH:24]=2)[CH2:32][CH2:33]1. Given the reactants [NH2:1][C:2]1[C:3]2[C:10]([C:11]3[CH:25]=[CH:24][C:14]([O:15][C:16]4[CH:23]=[CH:22][CH:21]=[CH:20][C:17]=4[CH:18]=O)=[CH:13][CH:12]=3)=[CH:9][N:8]([CH:26]3[CH2:30][CH2:29][O:28][CH2:27]3)[C:4]=2[N:5]=[CH:6][N:7]=1.[NH:31]1[CH2:36][CH2:35][O:34][CH2:33][CH2:32]1.C(O[BH-](OC(=O)C)OC(=O)C)(=O)C.[Na+].C(=O)(O)[O-].[Na+], predict the reaction product.